This data is from NCI-60 drug combinations with 297,098 pairs across 59 cell lines. The task is: Regression. Given two drug SMILES strings and cell line genomic features, predict the synergy score measuring deviation from expected non-interaction effect. Drug 1: CCC(=C(C1=CC=CC=C1)C2=CC=C(C=C2)OCCN(C)C)C3=CC=CC=C3.C(C(=O)O)C(CC(=O)O)(C(=O)O)O. Drug 2: C1CCC(C(C1)N)N.C(=O)(C(=O)[O-])[O-].[Pt+4]. Cell line: CCRF-CEM. Synergy scores: CSS=56.8, Synergy_ZIP=3.72, Synergy_Bliss=4.40, Synergy_Loewe=3.27, Synergy_HSA=7.32.